This data is from Forward reaction prediction with 1.9M reactions from USPTO patents (1976-2016). The task is: Predict the product of the given reaction. (1) Given the reactants [NH2:1][C:2]1[CH:28]=[CH:27][C:5]([O:6][C:7]2[CH:12]=[CH:11][N:10]=[C:9]([NH:13][C:14]([N:16]3[CH2:21][CH2:20][CH:19]([N:22]4[CH2:26][CH2:25][CH2:24][CH2:23]4)[CH2:18][CH2:17]3)=[O:15])[CH:8]=2)=[CH:4][C:3]=1[Cl:29].C(N(CC)CC)C.[F:37][P-](F)(F)(F)(F)F.[N:44]1(O[P+](N(C)C)(N(C)C)N(C)C)[C:48]2[CH:49]=[CH:50][CH:51]=[CH:52][C:47]=2N=N1.C([O:66][CH2:67][CH3:68])C.CN(C)[CH:71]=[O:72], predict the reaction product. The product is: [F:37][C:51]1[CH:50]=[CH:49][C:48]([NH:44][C:67](=[O:66])[CH2:68][C:71]([NH:1][C:2]2[CH:28]=[CH:27][C:5]([O:6][C:7]3[CH:12]=[CH:11][N:10]=[C:9]([NH:13][C:14]([N:16]4[CH2:21][CH2:20][CH:19]([N:22]5[CH2:26][CH2:25][CH2:24][CH2:23]5)[CH2:18][CH2:17]4)=[O:15])[CH:8]=3)=[CH:4][C:3]=2[Cl:29])=[O:72])=[CH:47][CH:52]=1. (2) Given the reactants [O-]CC.[K+:4].[C:5]([O:12][CH2:13][CH3:14])(=[O:11])[C:6]([O:8]CC)=O.[Cl:15][C:16]1[C:21]([N+:22]([O-:24])=[O:23])=[C:20]([CH3:25])[CH:19]=[CH:18][N:17]=1, predict the reaction product. The product is: [Cl:15][C:16]1[C:21]([N+:22]([O-:24])=[O:23])=[C:20](/[CH:25]=[C:6](\[O-:8])/[C:5]([O:12][CH2:13][CH3:14])=[O:11])[CH:19]=[CH:18][N:17]=1.[K+:4]. (3) Given the reactants [F:1][C:2]([F:32])([F:31])[C:3]1[CH:8]=[CH:7][C:6]([C:9]2[CH:14]=[CH:13][CH:12]=[C:11]([CH2:15][O:16][C:17]3[CH:22]=[CH:21][C:20]([C:23]4([CH2:27][C:28]([O-:30])=[O:29])[CH2:26][O:25][CH2:24]4)=[CH:19][CH:18]=3)[CH:10]=2)=[CH:5][CH:4]=1.FC(F)(F)C1C=CC(C2C=CC=C(COC3C=CC(C4(CC(OCC)=O)COC4)=CC=3)C=2)=CC=1.[Li+].[OH-], predict the reaction product. The product is: [F:32][C:2]([F:1])([F:31])[C:3]1[CH:4]=[CH:5][C:6]([C:9]2[CH:14]=[CH:13][CH:12]=[C:11]([CH2:15][O:16][C:17]3[CH:22]=[CH:21][C:20]([C:23]4([CH2:27][C:28]([OH:30])=[O:29])[CH2:26][O:25][CH2:24]4)=[CH:19][CH:18]=3)[CH:10]=2)=[CH:7][CH:8]=1. (4) Given the reactants C[O:2][C:3]([C@H:5]1[CH2:10][CH2:9][C@H:8]([CH2:11][N:12]2[C:21](=[O:22])[CH2:20][C:19]3[C:14](=[CH:15][CH:16]=[CH:17][CH:18]=3)[C:13]2=[O:23])[CH2:7][CH2:6]1)=[O:4].[OH-].[Na+].Cl, predict the reaction product. The product is: [O:23]=[C:13]1[C:14]2[C:19](=[CH:18][CH:17]=[CH:16][CH:15]=2)[CH2:20][C:21](=[O:22])[N:12]1[CH2:11][C@H:8]1[CH2:9][CH2:10][C@H:5]([C:3]([OH:4])=[O:2])[CH2:6][CH2:7]1. (5) Given the reactants [CH2:1]([O:8][CH2:9][CH2:10][N:11]1[C:17](=[O:18])[C@@H:16]([NH:19][C:20](=[O:27])[C@:21]([F:26])([CH3:25])[C:22](O)=[O:23])[C:15]2[CH:28]=[CH:29][CH:30]=[CH:31][C:14]=2[C:13]2[CH:32]=[CH:33][CH:34]=[CH:35][C:12]1=2)[C:2]1[CH:7]=[CH:6][CH:5]=[CH:4][CH:3]=1.[F:36][C:37]([F:41])([F:40])[CH2:38][NH2:39], predict the reaction product. The product is: [CH2:1]([O:8][CH2:9][CH2:10][N:11]1[C:17](=[O:18])[C@@H:16]([NH:19][C:20](=[O:27])[C@:21]([F:26])([CH3:25])[C:22]([NH:39][CH2:38][C:37]([F:41])([F:40])[F:36])=[O:23])[C:15]2[CH:28]=[CH:29][CH:30]=[CH:31][C:14]=2[C:13]2[CH:32]=[CH:33][CH:34]=[CH:35][C:12]1=2)[C:2]1[CH:7]=[CH:6][CH:5]=[CH:4][CH:3]=1. (6) Given the reactants O=P(Cl)(Cl)Cl.C[N+](C)=[CH:8][Cl:9].[Cl-].[F:12][CH2:13][C:14]1([CH2:21][F:22])[CH2:19][CH2:18][C:17](=[O:20])[CH2:16][CH2:15]1.C([O-])(O)=O.[Na+], predict the reaction product. The product is: [Cl:9][C:8]1[CH2:18][CH2:19][C:14]([CH2:21][F:22])([CH2:13][F:12])[CH2:15][C:16]=1[CH:17]=[O:20]. (7) The product is: [Cl:1][C:2]1[N:10]=[C:9]2[C:5]([N:6]([CH2:11][C@H:12]3[CH2:17][CH2:16][C@H:15]([C:18]([F:21])([F:20])[F:19])[CH2:14][CH2:13]3)[CH:7]=[N:8]2)=[C:4]([NH:29][C@@H:27]([CH:23]2[CH2:26][CH2:25][CH2:24]2)[CH3:28])[N:3]=1. Given the reactants [Cl:1][C:2]1[N:10]=[C:9]2[C:5]([N:6]([CH2:11][C@H:12]3[CH2:17][CH2:16][C@H:15]([C:18]([F:21])([F:20])[F:19])[CH2:14][CH2:13]3)[CH:7]=[N:8]2)=[C:4](Cl)[N:3]=1.[CH:23]1([C@H:27]([NH2:29])[CH3:28])[CH2:26][CH2:25][CH2:24]1.C(N(C(C)C)CC)(C)C, predict the reaction product.